From a dataset of Full USPTO retrosynthesis dataset with 1.9M reactions from patents (1976-2016). Predict the reactants needed to synthesize the given product. (1) Given the product [CH2:13]([N:17]([CH2:18][C:19]1[O:23][N:22]=[C:21]([C:24]2[CH:29]=[CH:28][C:27]([CH3:30])=[CH:26][CH:25]=2)[N:20]=1)[C:9](=[O:10])[CH2:8][O:7][C:4]1[CH:5]=[CH:6][C:1]([CH3:12])=[CH:2][CH:3]=1)[CH:14]([CH3:16])[CH3:15], predict the reactants needed to synthesize it. The reactants are: [C:1]1([CH3:12])[CH:6]=[CH:5][C:4]([O:7][CH2:8][C:9](Cl)=[O:10])=[CH:3][CH:2]=1.[CH2:13]([NH:17][CH2:18][C:19]1[O:23][N:22]=[C:21]([C:24]2[CH:29]=[CH:28][C:27]([CH3:30])=[CH:26][CH:25]=2)[N:20]=1)[CH:14]([CH3:16])[CH3:15].C(N(CC)CC)C. (2) Given the product [NH2:30][C:27]1[N:26]=[C:25]([NH2:31])[C:24]([CH2:23][C:21]2[C:6]3[CH:7]=[C:8]([C:10]([C:15]4[CH:20]=[CH:19][CH:18]=[CH:17][CH:16]=4)=[O:11])[O:9][C:5]=3[C:4]([O:32][CH3:33])=[C:3]([O:2][CH3:1])[CH:22]=2)=[CH:29][N:28]=1, predict the reactants needed to synthesize it. The reactants are: [CH3:1][O:2][C:3]1[CH:22]=[C:21]([CH2:23][C:24]2[C:25]([NH2:31])=[N:26][C:27]([NH2:30])=[N:28][CH:29]=2)[C:6]2[CH:7]=[C:8]([C:10]3([C:15]4[CH:20]=[CH:19][CH:18]=[CH:17][CH:16]=4)OCC[O:11]3)[O:9][C:5]=2[C:4]=1[O:32][CH3:33].Cl. (3) Given the product [Cl:1][C:2]1[CH:3]=[CH:4][C:5]2[N:11]3[C:12]([C:15]([F:18])([F:17])[F:16])=[N:13][N:14]=[C:10]3[C@@H:9]([CH2:19][C:20]([OH:22])=[O:21])[S:8][C@H:7]([C:25]3[C:33]4[O:32][CH2:31][CH2:30][C:29]=4[CH:28]=[CH:27][CH:26]=3)[C:6]=2[CH:34]=1, predict the reactants needed to synthesize it. The reactants are: [Cl:1][C:2]1[CH:3]=[CH:4][C:5]2[N:11]3[C:12]([C:15]([F:18])([F:17])[F:16])=[N:13][N:14]=[C:10]3[C@@H:9]([CH2:19][C:20]([O:22]CC)=[O:21])[S:8][C@H:7]([C:25]3[C:33]4[O:32][CH2:31][CH2:30][C:29]=4[CH:28]=[CH:27][CH:26]=3)[C:6]=2[CH:34]=1.Cl.C(O)(=O)CC(CC(O)=O)(C(O)=O)O. (4) Given the product [CH3:1][O:2][C:3](=[O:20])[CH2:4][C:5]1[CH:10]=[CH:9][CH:8]=[C:7]([NH:11][C:12]([C:14]2[O:15][C:16]([C:27]3[CH:28]=[CH:29][C:24]([CH:21]([CH3:23])[CH3:22])=[CH:25][CH:26]=3)=[CH:17][CH:18]=2)=[O:13])[CH:6]=1, predict the reactants needed to synthesize it. The reactants are: [CH3:1][O:2][C:3](=[O:20])[CH2:4][C:5]1[CH:10]=[CH:9][CH:8]=[C:7]([NH:11][C:12]([C:14]2[O:15][C:16](Br)=[CH:17][CH:18]=2)=[O:13])[CH:6]=1.[CH:21]([C:24]1[CH:29]=[CH:28][C:27](B(O)O)=[CH:26][CH:25]=1)([CH3:23])[CH3:22]. (5) The reactants are: [CH:1]1([CH:4]([OH:18])[CH2:5][O:6][C:7]2[CH:12]=[CH:11][C:10]([N+:13]([O-:15])=[O:14])=[CH:9][C:8]=2[O:16][CH3:17])[CH2:3][CH2:2]1.C(=O)=O.CC(O)C. Given the product [CH:1]1([C@@H:4]([OH:18])[CH2:5][O:6][C:7]2[CH:12]=[CH:11][C:10]([N+:13]([O-:15])=[O:14])=[CH:9][C:8]=2[O:16][CH3:17])[CH2:3][CH2:2]1, predict the reactants needed to synthesize it. (6) The reactants are: [OH:1][C:2]1[N:6]([C:7]2[CH:12]=[C:11]([C:13]#[N:14])[CH:10]=[CH:9][N:8]=2)[N:5]=[CH:4][CH:3]=1.[F:15][C:16]1[CH:23]=[CH:22][C:19]([CH2:20]O)=[CH:18][CH:17]=1.C1C=CC(P(C2C=CC=CC=2)C2C=CC=CC=2)=CC=1.CN(C(/N=N/C(N(C)C)=O)=O)C. Given the product [F:15][C:16]1[CH:23]=[CH:22][C:19]([CH2:20][O:1][C:2]2[N:6]([C:7]3[CH:12]=[C:11]([C:13]#[N:14])[CH:10]=[CH:9][N:8]=3)[N:5]=[CH:4][CH:3]=2)=[CH:18][CH:17]=1, predict the reactants needed to synthesize it. (7) Given the product [N:1]([CH2:4][CH:5]1[NH:10][C:9]2[C:11]([C:19]3[CH:20]=[CH:21][CH:22]=[CH:23][C:18]=3[F:17])=[CH:12][C:13]([F:15])=[CH:14][C:8]=2[O:7][CH2:6]1)=[N+:2]=[N-:3], predict the reactants needed to synthesize it. The reactants are: [N:1]([CH2:4][CH:5]1[NH:10][C:9]2[C:11](Br)=[CH:12][C:13]([F:15])=[CH:14][C:8]=2[O:7][CH2:6]1)=[N+:2]=[N-:3].[F:17][C:18]1[CH:23]=[CH:22][CH:21]=[CH:20][C:19]=1B(O)O. (8) Given the product [F:1][C:2]1[CH:3]=[C:4]([C:10]2[CH:11]=[CH:12][CH:13]=[CH:14][C:15]=2[N+:16]([O-:18])=[O:17])[CH:5]=[C:6]([F:9])[C:7]=1[F:8], predict the reactants needed to synthesize it. The reactants are: [F:1][C:2]1[CH:3]=[C:4]([CH:10]2[C:15](Br)([N+:16]([O-:18])=[O:17])[CH2:14][CH:13]=[CH:12][CH2:11]2)[CH:5]=[C:6]([F:9])[C:7]=1[F:8].[OH-].[Na+].